Dataset: HIV replication inhibition screening data with 41,000+ compounds from the AIDS Antiviral Screen. Task: Binary Classification. Given a drug SMILES string, predict its activity (active/inactive) in a high-throughput screening assay against a specified biological target. (1) The molecule is COc1cc(C=C2C(=O)NC(=O)NC2=O)ccc1OCc1ccccc1. The result is 0 (inactive). (2) The result is 0 (inactive). The drug is O=C1NC2CCCC2C1c1ccc(Cl)cc1. (3) The compound is CN1[PH](F)(F)[Fe]23(C#[O+])(C#[O+])C(=O)[Fe]2(C#[O+])(C#[O+])([PH]1(F)F)[PH](F)(F)N(C)[PH]3(F)F. The result is 0 (inactive). (4) The drug is O=C(C(=O)C(=O)C(=O)C1C(=O)c2ccccc2C1=O)C(=O)C(=O)C1C(=O)c2ccccc2C1=O. The result is 0 (inactive). (5) The drug is CNc1nc(C(N)=O)c(N)s1. The result is 0 (inactive).